Dataset: Reaction yield outcomes from USPTO patents with 853,638 reactions. Task: Predict the reaction yield, written as a fraction of the theoretical maximum amount of product (1.0 means a 100% yield; for example, 0.34 means a 34% yield). (1) The reactants are [OH:1][CH2:2][C@:3]12[CH2:41][CH2:40][C@@H:39]([C:42]([CH3:44])=[CH2:43])[C@@H:4]1[C@@H:5]1[C@@:18]([CH3:21])([CH2:19][CH2:20]2)[C@@:17]2([CH3:22])[C@@H:8]([C@:9]3([CH3:38])[C@@H:14]([CH2:15][CH2:16]2)[C:13]([CH3:24])([CH3:23])[C:12]([C:25]2[CH:37]=[CH:36][C:28]([C:29]([O:31][C:32]([CH3:35])([CH3:34])[CH3:33])=[O:30])=[CH:27][CH:26]=2)=[CH:11][CH2:10]3)[CH2:7][CH2:6]1.C1C=C[NH+]=CC=1.[O-][Cr](Cl)(=O)=O. The catalyst is ClCCl. The product is [CH:2]([C@:3]12[CH2:41][CH2:40][C@@H:39]([C:42]([CH3:44])=[CH2:43])[C@@H:4]1[C@@H:5]1[C@@:18]([CH3:21])([CH2:19][CH2:20]2)[C@@:17]2([CH3:22])[C@@H:8]([C@:9]3([CH3:38])[C@@H:14]([CH2:15][CH2:16]2)[C:13]([CH3:23])([CH3:24])[C:12]([C:25]2[CH:26]=[CH:27][C:28]([C:29]([O:31][C:32]([CH3:33])([CH3:34])[CH3:35])=[O:30])=[CH:36][CH:37]=2)=[CH:11][CH2:10]3)[CH2:7][CH2:6]1)=[O:1]. The yield is 0.800. (2) The yield is 0.530. The product is [CH3:1][N:13]1[CH:14]=[C:15]([CH:17]=[O:18])[N:16]=[C:12]1[C:8]1[S:7][CH:11]=[CH:10][N:9]=1.[CH3:14][N:13]1[C:34]([CH:35]=[O:36])=[CH:15][N:16]=[C:12]1[C:8]1[S:7][CH:11]=[CH:10][N:9]=1. The reactants are [CH3:1]C(C)([O-])C.[K+].[S:7]1[CH:11]=[CH:10][N:9]=[C:8]1[C:12]1[NH:13][CH:14]=[C:15]([CH:17]=[O:18])[N:16]=1.C1[O:36][CH2:35][CH2:34]OCCOCCOCCOCCOC1.CI. The catalyst is CN(C=O)C.C1COCC1.